Dataset: Full USPTO retrosynthesis dataset with 1.9M reactions from patents (1976-2016). Task: Predict the reactants needed to synthesize the given product. (1) Given the product [ClH:1].[N:2]1[CH:7]=[CH:6][C:5]([N:8]2[CH2:36][CH2:35][C:11]3([CH2:16][CH2:15][N:14]([C:17]([C:19]4[S:27][C:26]5[CH2:25][CH2:24][NH:23][CH2:22][C:21]=5[CH:20]=4)=[O:18])[CH2:13][CH2:12]3)[CH2:10][CH2:9]2)=[CH:4][CH:3]=1, predict the reactants needed to synthesize it. The reactants are: [ClH:1].[N:2]1[CH:7]=[CH:6][C:5]([N:8]2[CH2:36][CH2:35][C:11]3([CH2:16][CH2:15][N:14]([C:17]([C:19]4[S:27][C:26]5[CH2:25][CH2:24][N:23](C(OC(C)(C)C)=O)[CH2:22][C:21]=5[CH:20]=4)=[O:18])[CH2:13][CH2:12]3)[CH2:10][CH2:9]2)=[CH:4][CH:3]=1. (2) The reactants are: [C:1]([C:3]1[CH:8]=[CH:7][C:6]([C:9]2[CH:10]=[N:11][N:12]([C:15]3[CH:23]=[CH:22][C:18]([C:19](O)=[O:20])=[CH:17][N:16]=3)[C:13]=2[OH:14])=[C:5]([CH3:24])[CH:4]=1)#[N:2].Cl.Cl.[N:27]1([CH:33]2[CH2:38][CH2:37][CH2:36][NH:35][CH2:34]2)[CH2:32][CH2:31][CH2:30][CH2:29][CH2:28]1. Given the product [N:27]1([CH:33]2[CH2:38][CH2:37][CH2:36][N:35]([C:19]([C:18]3[CH:22]=[CH:23][C:15]([N:12]4[C:13]([OH:14])=[C:9]([C:6]5[CH:7]=[CH:8][C:3]([C:1]#[N:2])=[CH:4][C:5]=5[CH3:24])[CH:10]=[N:11]4)=[N:16][CH:17]=3)=[O:20])[CH2:34]2)[CH2:32][CH2:31][CH2:30][CH2:29][CH2:28]1, predict the reactants needed to synthesize it. (3) Given the product [CH2:16]([O:15][C:12](=[O:14])[CH2:13][C:20]([C:22]1[CH:27]=[CH:26][CH:25]=[C:24]([CH3:28])[N:23]=1)=[O:19])[CH3:17], predict the reactants needed to synthesize it. The reactants are: [O-]CC.[Na+].C1(C)C=CC=CC=1.[C:12]([O:15][CH2:16][CH3:17])(=[O:14])[CH3:13].C[O:19][C:20]([C:22]1[CH:27]=[CH:26][CH:25]=[C:24]([CH3:28])[N:23]=1)=O. (4) Given the product [CH3:1][O:2][C:3](=[O:22])[C:4]1[CH:9]=[CH:8][C:7]([C:10]([F:13])([F:12])[F:11])=[C:6]([CH:23]2[CH2:26][CH2:25][CH2:24]2)[CH:5]=1, predict the reactants needed to synthesize it. The reactants are: [CH3:1][O:2][C:3](=[O:22])[C:4]1[CH:9]=[CH:8][C:7]([C:10]([F:13])([F:12])[F:11])=[C:6](OS(C(F)(F)F)(=O)=O)[CH:5]=1.[CH:23]1(OB(O)O)[CH2:26][CH2:25][CH2:24]1.C(=O)([O-])[O-].[Cs+].[Cs+]. (5) Given the product [Br:3][C:4]1[CH:9]=[CH:8][CH:7]=[C:6]([OH:10])[C:5]=1[CH:11]=[O:1], predict the reactants needed to synthesize it. The reactants are: [OH-:1].[Na+].[Br:3][C:4]1[CH:5]=[C:6]([OH:10])[CH:7]=[CH:8][CH:9]=1.[CH:11](Cl)(Cl)Cl.Cl. (6) Given the product [N:1]1([C:2]2[CH:3]=[C:4]([OH:8])[CH:5]=[CH:6][CH:7]=2)[CH2:19][CH2:18][CH2:17][CH2:16][CH2:15]1, predict the reactants needed to synthesize it. The reactants are: [NH2:1][C:2]1[CH:3]=[C:4]([OH:8])[CH:5]=[CH:6][CH:7]=1.C(=O)(O)[O-].[Na+].Br[CH2:15][CH2:16][CH2:17][CH2:18][CH2:19]Br.O.